Dataset: Forward reaction prediction with 1.9M reactions from USPTO patents (1976-2016). Task: Predict the product of the given reaction. (1) The product is: [CH3:18][C@@H:19]1[NH:20][CH2:21][CH2:22][N:23]([C:2]2[CH:7]=[CH:6][C:5]([O:8][CH2:9][CH2:10][CH2:11][N:12]3[CH2:17][CH2:16][CH2:15][CH2:14][CH2:13]3)=[CH:4][CH:3]=2)[CH2:24]1. Given the reactants I[C:2]1[CH:7]=[CH:6][C:5]([O:8][CH2:9][CH2:10][CH2:11][N:12]2[CH2:17][CH2:16][CH2:15][CH2:14][CH2:13]2)=[CH:4][CH:3]=1.[CH3:18][C@H:19]1[CH2:24][NH:23][CH2:22][CH2:21][NH:20]1, predict the reaction product. (2) Given the reactants [CH:1]12[O:8][CH:5]([CH2:6][CH2:7]1)[CH2:4][N:3]([C:9]1[N:14]=[C:13]([N:15]3[CH2:20][CH2:19][C:18](=O)[CH2:17][CH2:16]3)[N:12]=[C:11]([C:22]3[CH:27]=[CH:26][C:25]([NH:28][C:29]([NH:31][C:32]4[CH:37]=[CH:36][N:35]=[CH:34][CH:33]=4)=[O:30])=[CH:24][CH:23]=3)[N:10]=1)[CH2:2]2.C(O)(C(F)(F)F)=O.Cl.[NH2:46][CH2:47][C:48]([NH2:50])=[O:49], predict the reaction product. The product is: [CH:5]12[O:8][CH:1]([CH2:7][CH2:6]1)[CH2:2][N:3]([C:9]1[N:10]=[C:11]([C:22]3[CH:27]=[CH:26][C:25]([NH:28][C:29]([NH:31][C:32]4[CH:37]=[CH:36][N:35]=[CH:34][CH:33]=4)=[O:30])=[CH:24][CH:23]=3)[N:12]=[C:13]([N:15]3[CH2:16][CH2:17][CH:18]([NH:46][CH2:47][C:48]([NH2:50])=[O:49])[CH2:19][CH2:20]3)[N:14]=1)[CH2:4]2. (3) Given the reactants Cl.[NH2:2][C@@H:3]1[CH2:8][CH2:7][C@H:6]([NH:9][C:10]([C:12]2[C:16]3[N:17]=[CH:18][N:19]=[C:20]([C:21]4[C:29]5[O:28][CH2:27][O:26][C:25]=5[CH:24]=[CH:23][C:22]=4[O:30][CH2:31][CH:32]4[CH2:34][CH2:33]4)[C:15]=3[NH:14][C:13]=2[CH3:35])=[O:11])[CH2:5][CH2:4]1.[CH3:36][O:37][CH2:38][C:39](Cl)=[O:40], predict the reaction product. The product is: [CH:32]1([CH2:31][O:30][C:22]2[CH:23]=[CH:24][C:25]3[O:26][CH2:27][O:28][C:29]=3[C:21]=2[C:20]2[C:15]3[NH:14][C:13]([CH3:35])=[C:12]([C:10]([NH:9][C@H:6]4[CH2:7][CH2:8][C@@H:3]([NH:2][C:39](=[O:40])[CH2:38][O:37][CH3:36])[CH2:4][CH2:5]4)=[O:11])[C:16]=3[N:17]=[CH:18][N:19]=2)[CH2:34][CH2:33]1. (4) Given the reactants [H-].[Na+].[CH3:3][C:4]1([CH3:20])[C:8]([CH3:10])([CH3:9])[O:7][B:6]([C:11]2[CH:12]=[C:13]3[C:17](=[CH:18][CH:19]=2)[NH:16][CH:15]=[CH:14]3)[O:5]1.I[CH2:22][CH3:23], predict the reaction product. The product is: [CH2:22]([N:16]1[C:17]2[C:13](=[CH:12][C:11]([B:6]3[O:5][C:4]([CH3:20])([CH3:3])[C:8]([CH3:9])([CH3:10])[O:7]3)=[CH:19][CH:18]=2)[CH:14]=[CH:15]1)[CH3:23]. (5) Given the reactants [F:1][C:2]([F:20])([F:19])[C:3]1[CH:4]=[C:5]([S:9]([CH:12]2[CH2:17][CH2:16][C:15](=[O:18])[CH2:14][CH2:13]2)(=[O:11])=[O:10])[CH:6]=[CH:7][CH:8]=1.[BH4-].[Na+], predict the reaction product. The product is: [F:20][C:2]([F:1])([F:19])[C:3]1[CH:4]=[C:5]([S:9]([CH:12]2[CH2:13][CH2:14][CH:15]([OH:18])[CH2:16][CH2:17]2)(=[O:11])=[O:10])[CH:6]=[CH:7][CH:8]=1. (6) Given the reactants [CH2:1]([C:3]1[N:7]=[C:6]([C:8]2[S:12][C:11]([NH2:13])=[N:10][C:9]=2[C:14]2[CH:19]=[CH:18][CH:17]=[CH:16][CH:15]=2)[O:5][N:4]=1)[CH3:2].[C:20](Cl)(=[O:22])[CH3:21], predict the reaction product. The product is: [CH2:1]([C:3]1[N:7]=[C:6]([C:8]2[S:12][C:11]([NH:13][C:20](=[O:22])[CH3:21])=[N:10][C:9]=2[C:14]2[CH:19]=[CH:18][CH:17]=[CH:16][CH:15]=2)[O:5][N:4]=1)[CH3:2]. (7) Given the reactants [NH2:1][C:2]1[CH:3]=[CH:4][C:5]([CH3:15])=[C:6]([NH:8][S:9]([CH2:12][CH2:13][CH3:14])(=[O:11])=[O:10])[CH:7]=1.Cl[C:17]1[CH:22]=[C:21]([C:23]2[CH:28]=[CH:27][CH:26]=[C:25]([N+:29]([O-:31])=[O:30])[CH:24]=2)[N:20]=[CH:19][N:18]=1.C([O-])(O)=O.[Na+], predict the reaction product. The product is: [CH3:15][C:5]1[CH:4]=[CH:3][C:2]([NH:1][C:17]2[CH:22]=[C:21]([C:23]3[CH:28]=[CH:27][CH:26]=[C:25]([N+:29]([O-:31])=[O:30])[CH:24]=3)[N:20]=[CH:19][N:18]=2)=[CH:7][C:6]=1[NH:8][S:9]([CH2:12][CH2:13][CH3:14])(=[O:11])=[O:10].